This data is from NCI-60 drug combinations with 297,098 pairs across 59 cell lines. The task is: Regression. Given two drug SMILES strings and cell line genomic features, predict the synergy score measuring deviation from expected non-interaction effect. (1) Drug 1: C1=CC(=CC=C1C#N)C(C2=CC=C(C=C2)C#N)N3C=NC=N3. Synergy scores: CSS=-5.23, Synergy_ZIP=0.557, Synergy_Bliss=-2.89, Synergy_Loewe=-3.84, Synergy_HSA=-3.98. Drug 2: COC1=C2C(=CC3=C1OC=C3)C=CC(=O)O2. Cell line: UACC-257. (2) Drug 1: CN(CCCl)CCCl.Cl. Drug 2: CC1C(C(CC(O1)OC2CC(CC3=C2C(=C4C(=C3O)C(=O)C5=C(C4=O)C(=CC=C5)OC)O)(C(=O)CO)O)N)O.Cl. Synergy scores: CSS=67.0, Synergy_ZIP=-6.60, Synergy_Bliss=-11.2, Synergy_Loewe=-10.3, Synergy_HSA=-8.45. Cell line: SF-539. (3) Drug 1: CC1C(C(CC(O1)OC2CC(CC3=C2C(=C4C(=C3O)C(=O)C5=C(C4=O)C(=CC=C5)OC)O)(C(=O)C)O)N)O.Cl. Drug 2: C(CCl)NC(=O)N(CCCl)N=O. Cell line: COLO 205. Synergy scores: CSS=42.2, Synergy_ZIP=-0.767, Synergy_Bliss=3.22, Synergy_Loewe=-22.6, Synergy_HSA=1.64. (4) Drug 2: CC1CCC2CC(C(=CC=CC=CC(CC(C(=O)C(C(C(=CC(C(=O)CC(OC(=O)C3CCCCN3C(=O)C(=O)C1(O2)O)C(C)CC4CCC(C(C4)OC)O)C)C)O)OC)C)C)C)OC. Cell line: DU-145. Synergy scores: CSS=15.8, Synergy_ZIP=-12.2, Synergy_Bliss=-9.76, Synergy_Loewe=-7.00, Synergy_HSA=-6.49. Drug 1: C1C(C(OC1N2C=NC3=C(N=C(N=C32)Cl)N)CO)O. (5) Drug 1: C1C(C(OC1N2C=NC3=C(N=C(N=C32)Cl)N)CO)O. Drug 2: C1=NC2=C(N1)C(=S)N=CN2. Cell line: SK-MEL-5. Synergy scores: CSS=24.5, Synergy_ZIP=-3.26, Synergy_Bliss=5.64, Synergy_Loewe=0.208, Synergy_HSA=6.35.